This data is from Forward reaction prediction with 1.9M reactions from USPTO patents (1976-2016). The task is: Predict the product of the given reaction. Given the reactants [CH2:1]([N:3]([CH3:27])[C:4]([C:6]1[CH:10]=[C:9]([C:11]2[CH:16]=[CH:15][C:14]([C:17]#[N:18])=[CH:13][N:12]=2)[N:8]([C:19]2[N:20]=[N:21][C:22]([O:25][CH3:26])=[CH:23][CH:24]=2)[N:7]=1)=[O:5])[CH3:2].N, predict the reaction product. The product is: [CH2:1]([N:3]([CH3:27])[C:4]([C:6]1[CH:10]=[C:9]([C:11]2[CH:16]=[CH:15][C:14]([CH2:17][NH2:18])=[CH:13][N:12]=2)[N:8]([C:19]2[N:20]=[N:21][C:22]([O:25][CH3:26])=[CH:23][CH:24]=2)[N:7]=1)=[O:5])[CH3:2].